This data is from Forward reaction prediction with 1.9M reactions from USPTO patents (1976-2016). The task is: Predict the product of the given reaction. (1) The product is: [CH2:1]([C:4]1([C:23]([O:25][CH3:26])=[O:24])[NH:9][C:8](=[O:10])[C:7]2[S:11][C:12]([N:75]3[CH2:80][CH2:79][O:78][CH2:77][CH2:76]3)=[CH:13][C:6]=2[CH:5]1[C:15]1[CH:20]=[CH:19][C:18]([Cl:21])=[C:17]([Cl:22])[CH:16]=1)[CH:2]=[CH2:3]. Given the reactants [CH2:1]([C:4]1([C:23]([O:25][CH3:26])=[O:24])[NH:9][C:8](=[O:10])[C:7]2[S:11][C:12](Br)=[CH:13][C:6]=2[CH:5]1[C:15]1[CH:20]=[CH:19][C:18]([Cl:21])=[C:17]([Cl:22])[CH:16]=1)[CH:2]=[CH2:3].C1(P(C2C=CC=CC=2)C2C3OC4C(=CC=CC=4P(C4C=CC=CC=4)C4C=CC=CC=4)C(C)(C)C=3C=CC=2)C=CC=CC=1.C(=O)([O-])[O-].[Cs+].[Cs+].[NH:75]1[CH2:80][CH2:79][O:78][CH2:77][CH2:76]1, predict the reaction product. (2) Given the reactants O[CH2:2][C:3]1[CH:12]=[N:11][C:10]2[N:9]3[CH2:13][CH2:14][CH2:15][C@H:8]3[C:7](=[O:16])[NH:6][C:5]=2[CH:4]=1.Cl.Cl.[CH:19]1([NH:22][C:23](=[O:37])[C:24]2[CH:29]=[CH:28][C:27]([N:30]3[CH2:35][CH2:34][NH:33][CH2:32][CH2:31]3)=[C:26]([CH3:36])[CH:25]=2)[CH2:21][CH2:20]1.[I-].C(C[P+](C)(C)C)#N.C(N(C(C)C)C(C)C)C, predict the reaction product. The product is: [CH:19]1([NH:22][C:23](=[O:37])[C:24]2[CH:29]=[CH:28][C:27]([N:30]3[CH2:31][CH2:32][N:33]([CH2:2][C:3]4[CH:12]=[N:11][C:10]5[N:9]6[CH2:13][CH2:14][CH2:15][C@H:8]6[C:7](=[O:16])[NH:6][C:5]=5[CH:4]=4)[CH2:34][CH2:35]3)=[C:26]([CH3:36])[CH:25]=2)[CH2:21][CH2:20]1. (3) Given the reactants Cl.[N:2]1([C:8]2[N:13]=[CH:12][C:11]([C:14]3[N:15]=[N:16][N:17]([CH2:19][C:20]([O:22][CH2:23][CH3:24])=[O:21])[N:18]=3)=[CH:10][N:9]=2)[CH2:7][CH2:6][NH:5][CH2:4][CH2:3]1.[F:25][C:26]([F:37])([F:36])[C:27]1[CH:35]=[CH:34][CH:33]=[CH:32][C:28]=1[C:29](O)=[O:30].CN(C(ON1N=NC2C=CC=NC1=2)=[N+](C)C)C.F[P-](F)(F)(F)(F)F.C(N(CC)CC)C, predict the reaction product. The product is: [F:25][C:26]([F:36])([F:37])[C:27]1[CH:35]=[CH:34][CH:33]=[CH:32][C:28]=1[C:29]([N:5]1[CH2:4][CH2:3][N:2]([C:8]2[N:9]=[CH:10][C:11]([C:14]3[N:15]=[N:16][N:17]([CH2:19][C:20]([O:22][CH2:23][CH3:24])=[O:21])[N:18]=3)=[CH:12][N:13]=2)[CH2:7][CH2:6]1)=[O:30]. (4) Given the reactants Br[C:2]1[CH:11]=[N:10][CH:9]=[CH:8][C:3]=1[C:4]([O:6]C)=[O:5].[NH2:12][C:13]1[C:21]2[C:16](=[CH:17][CH:18]=[C:19]([F:22])[CH:20]=2)[N:15]([CH3:23])[N:14]=1, predict the reaction product. The product is: [F:22][C:19]1[CH:20]=[C:21]2[C:16](=[CH:17][CH:18]=1)[N:15]([CH3:23])[N:14]=[C:13]2[NH:12][C:2]1[CH:11]=[N:10][CH:9]=[CH:8][C:3]=1[C:4]([OH:6])=[O:5].